Dataset: Peptide-MHC class II binding affinity with 134,281 pairs from IEDB. Task: Regression. Given a peptide amino acid sequence and an MHC pseudo amino acid sequence, predict their binding affinity value. This is MHC class II binding data. (1) The peptide sequence is IGITDRDFIEGVHGG. The MHC is DRB3_0301 with pseudo-sequence DRB3_0301. The binding affinity (normalized) is 0.369. (2) The peptide sequence is DEYVEQVAQYKALPV. The MHC is DRB1_0405 with pseudo-sequence DRB1_0405. The binding affinity (normalized) is 0.383. (3) The peptide sequence is SSNPTILSEGNSFTA. The MHC is DRB1_0405 with pseudo-sequence DRB1_0405. The binding affinity (normalized) is 0.497. (4) The peptide sequence is AAATAGITVYGAFAA. The MHC is HLA-DPA10103-DPB10601 with pseudo-sequence HLA-DPA10103-DPB10601. The binding affinity (normalized) is 0.0881. (5) The binding affinity (normalized) is 0.838. The MHC is DRB1_1602 with pseudo-sequence DRB1_1602. The peptide sequence is NDKFLANVSTVLTGK. (6) The peptide sequence is KGDEQKLRSAGELEL. The MHC is HLA-DPA10103-DPB10401 with pseudo-sequence HLA-DPA10103-DPB10401. The binding affinity (normalized) is 0.300. (7) The peptide sequence is APEVKYTVFETALKKAITAM. The MHC is HLA-DQA10501-DQB10201 with pseudo-sequence HLA-DQA10501-DQB10201. The binding affinity (normalized) is 0.258. (8) The peptide sequence is GDPCPLPHRLDRNGA. The MHC is DRB1_0101 with pseudo-sequence DRB1_0101. The binding affinity (normalized) is 0.424.